This data is from Catalyst prediction with 721,799 reactions and 888 catalyst types from USPTO. The task is: Predict which catalyst facilitates the given reaction. (1) Reactant: [CH3:1][N:2]1[C:11]2[C:6](=[CH:7][CH:8]=[C:9]([C:12]([F:15])([F:14])[F:13])[N:10]=2)[CH:5]=[C:4]([C:16](OC2CCCC(=O)C=2)=[O:17])[C:3]1=[O:26].[CH2:27](N(CC)CC)[CH3:28].C[C:35]([CH3:39])([OH:38])[C:36]#N.[C:40](=[O:43])([O-])O.[Na+]. Product: [OH:43][C:40]1[CH2:28][CH2:27][CH2:39][C:35](=[O:38])[C:36]=1[C:16]([C:4]1[C:3](=[O:26])[N:2]([CH3:1])[C:11]2[C:6]([CH:5]=1)=[CH:7][CH:8]=[C:9]([C:12]([F:15])([F:14])[F:13])[N:10]=2)=[O:17]. The catalyst class is: 10. (2) Reactant: Cl[CH2:2][CH2:3][N:4]1[CH2:9][CH2:8][O:7][CH2:6][CH2:5]1.C([O-])([O-])=O.[Cs+].[Cs+].[OH:16][C:17]1[CH:26]=[C:25]2[C:20]([C:21]([O:27][C:28]3[CH:41]=[CH:40][C:31]4[C:32]([C:36]([NH:38][CH3:39])=[O:37])=[C:33]([CH3:35])[O:34][C:30]=4[CH:29]=3)=[CH:22][CH:23]=[N:24]2)=[CH:19][CH:18]=1. Product: [CH3:39][NH:38][C:36]([C:32]1[C:31]2[CH:40]=[CH:41][C:28]([O:27][C:21]3[C:20]4[C:25](=[CH:26][C:17]([O:16][CH2:2][CH2:3][N:4]5[CH2:9][CH2:8][O:7][CH2:6][CH2:5]5)=[CH:18][CH:19]=4)[N:24]=[CH:23][CH:22]=3)=[CH:29][C:30]=2[O:34][C:33]=1[CH3:35])=[O:37]. The catalyst class is: 23. (3) Reactant: [CH2:1]([O:8][C:9]([NH:11][C@@:12]1([CH3:25])[CH2:17][CH2:16][CH2:15][N:14](C(OC(C)(C)C)=O)[CH2:13]1)=[O:10])[C:2]1[CH:7]=[CH:6][CH:5]=[CH:4][CH:3]=1.Cl. Product: [CH3:25][C@:12]1([NH:11][C:9](=[O:10])[O:8][CH2:1][C:2]2[CH:7]=[CH:6][CH:5]=[CH:4][CH:3]=2)[CH2:17][CH2:16][CH2:15][NH:14][CH2:13]1. The catalyst class is: 12. (4) Reactant: [CH2:1]1[C:9]2[CH:8]=[CH:7][N:6]=[CH:5][C:4]=2[CH2:3][N:2]1[C:10]([NH:12][CH2:13][C@@H:14]1[C:16]2([CH2:21][CH2:20][N:19](C(OC(C)(C)C)=O)[CH2:18][CH2:17]2)[CH2:15]1)=[O:11].[ClH:29]. Product: [ClH:29].[C@@H:14]1([CH2:13][NH:12][C:10]([N:2]2[CH2:1][C:9]3[CH:8]=[CH:7][N:6]=[CH:5][C:4]=3[CH2:3]2)=[O:11])[C:16]2([CH2:17][CH2:18][NH:19][CH2:20][CH2:21]2)[CH2:15]1. The catalyst class is: 5. (5) Reactant: [ClH:1].[C:2]1([C:8]([C:10]2[N:11]=[C:12]3[CH:17]=[CH:16][C:15]([C:18]4[CH:23]=[CH:22][CH:21]=[CH:20][N:19]=4)=[CH:14][N:13]3[CH:24]=2)=[O:9])[CH:7]=[CH:6][CH:5]=[CH:4][CH:3]=1. Product: [ClH:1].[ClH:1].[C:2]1([C:8]([C:10]2[N:11]=[C:12]3[CH:17]=[CH:16][C:15]([C:18]4[CH:23]=[CH:22][CH:21]=[CH:20][N:19]=4)=[CH:14][N:13]3[CH:24]=2)=[O:9])[CH:3]=[CH:4][CH:5]=[CH:6][CH:7]=1. The catalyst class is: 12. (6) Reactant: [Cl-].[NH4+].Cl.C([N:6]=C=NCCCN(C)C)C.O.ON1C2C=CC=CC=2N=N1.[C:26]([O:30][C:31]([NH:33][C@@H:34]1[CH2:39][CH2:38][CH2:37][N:36]([C:40]2[C:53]([CH2:54][C:55]3[CH:60]=[CH:59][CH:58]=[CH:57][C:56]=3[Cl:61])=[C:43]3[C:44](=[O:52])[N:45]([CH3:51])[C:46]([C:48]([OH:50])=O)=[CH:47][N:42]3[N:41]=2)[CH2:35]1)=[O:32])([CH3:29])([CH3:28])[CH3:27].C(=O)([O-])O.[Na+]. Product: [NH2:6][C:48]([C:46]1[N:45]([CH3:51])[C:44](=[O:52])[C:43]2[N:42]([N:41]=[C:40]([N:36]3[CH2:37][CH2:38][CH2:39][C@@H:34]([NH:33][C:31](=[O:32])[O:30][C:26]([CH3:27])([CH3:28])[CH3:29])[CH2:35]3)[C:53]=2[CH2:54][C:55]2[CH:60]=[CH:59][CH:58]=[CH:57][C:56]=2[Cl:61])[CH:47]=1)=[O:50]. The catalyst class is: 289.